This data is from Reaction yield outcomes from USPTO patents with 853,638 reactions. The task is: Predict the reaction yield, written as a fraction of the theoretical maximum amount of product (1.0 means a 100% yield; for example, 0.34 means a 34% yield). (1) The reactants are [NH4+].[Br-].[C:3]1([NH2:10])[CH:8]=[CH:7][CH:6]=[CH:5][C:4]=1[NH2:9].[CH:11](=O)[C:12]1[CH:17]=[CH:16][C:15]([O:18][CH3:19])=[CH:14][CH:13]=1. The catalyst is CO. The product is [CH3:19][O:18][C:15]1[CH:16]=[CH:17][C:12]([CH2:11][N:9]2[C:4]3[CH:5]=[CH:6][CH:7]=[CH:8][C:3]=3[N:10]=[C:11]2[C:12]2[CH:17]=[CH:16][C:15]([O:18][CH3:19])=[CH:14][CH:13]=2)=[CH:13][CH:14]=1. The yield is 0.380. (2) The reactants are [Cl:1][C:2]1[N:11]=[C:10](Cl)[C:9]2[CH2:8][CH2:7][C@H:6]3[C@H:13]([CH3:18])[C:14](=[O:17])[CH2:15][CH2:16][C@:5]3([C:19]3[CH:24]=[CH:23][CH:22]=[CH:21][CH:20]=3)[C:4]=2[N:3]=1.[CH3:25][O-:26].[Na+]. The catalyst is CO.OP([O-])(O)=O.[Na+]. The product is [Cl:1][C:2]1[N:11]=[C:10]([O:26][CH3:25])[C:9]2[CH2:8][CH2:7][C@H:6]3[C@H:13]([CH3:18])[C:14](=[O:17])[CH2:15][CH2:16][C@:5]3([C:19]3[CH:24]=[CH:23][CH:22]=[CH:21][CH:20]=3)[C:4]=2[N:3]=1. The yield is 0.310. (3) The reactants are [OH:1][CH:2]([CH2:9][CH3:10])[CH:3]([N+:6]([O-:8])=[O:7])[CH2:4][CH3:5].[C:11](OC(=O)C)(=[O:13])[CH3:12]. The catalyst is S(=O)(=O)(O)O.C(Cl)(Cl)Cl. The product is [C:11]([O:1][CH:2]([CH2:9][CH3:10])[CH:3]([N+:6]([O-:8])=[O:7])[CH2:4][CH3:5])(=[O:13])[CH3:12]. The yield is 0.860. (4) The reactants are [Li+].CC([N-]C(C)C)C.[O:9]=[C:10]1[CH2:15][CH2:14][N:13]([C:16]([O:18][C:19]([CH3:22])([CH3:21])[CH3:20])=[O:17])[CH2:12][CH2:11]1.[F:23][C:24]([F:43])([F:42])[S:25](N(C1C=CC=CN=1)[S:25]([C:24]([F:43])([F:42])[F:23])(=[O:27])=[O:26])(=[O:27])=[O:26]. The catalyst is C1COCC1.CCOC(C)=O. The product is [F:23][C:24]([F:43])([F:42])[S:25]([O:9][C:10]1[CH2:11][CH2:12][N:13]([C:16]([O:18][C:19]([CH3:22])([CH3:21])[CH3:20])=[O:17])[CH2:14][CH:15]=1)(=[O:27])=[O:26]. The yield is 0.860.